This data is from Full USPTO retrosynthesis dataset with 1.9M reactions from patents (1976-2016). The task is: Predict the reactants needed to synthesize the given product. (1) Given the product [Cl:32][C:2]1[S:3][C:4]([C:19]([O:21][CH3:22])=[O:20])=[C:5]([C:7]2[N:12]=[C:11]([N:13]3[CH2:18][CH2:17][CH2:16][CH2:15][CH2:14]3)[CH:10]=[CH:9][N:8]=2)[N:6]=1, predict the reactants needed to synthesize it. The reactants are: N[C:2]1[S:3][C:4]([C:19]([O:21][CH3:22])=[O:20])=[C:5]([C:7]2[N:12]=[C:11]([N:13]3[CH2:18][CH2:17][CH2:16][CH2:15][CH2:14]3)[CH:10]=[CH:9][N:8]=2)[N:6]=1.N([O-])=O.[Na+].C(=O)(O)[O-].[Na+].[ClH:32]. (2) The reactants are: Br[C:2]1[CH:3]=[C:4]([NH:10][C:11]2[CH:15]=[C:14]([CH3:16])[N:13]([CH2:17][CH3:18])[N:12]=2)[C:5](=[O:9])[N:6]([CH3:8])[CH:7]=1.[C:19]([O:22][CH2:23][C:24]1[C:25]([N:33]2[N:42]=[CH:41][C:40]3[C:35](=[C:36]([F:47])[CH:37]=[C:38]([C:43]([CH3:46])([CH3:45])[CH3:44])[CH:39]=3)[C:34]2=[O:48])=[N:26][CH:27]=[CH:28][C:29]=1B(O)O)(=[O:21])[CH3:20].[O-]P([O-])([O-])=O.[K+].[K+].[K+].C([O-])(=O)C.[Na+]. Given the product [C:19]([O:22][CH2:23][C:24]1[C:25]([N:33]2[N:42]=[CH:41][C:40]3[C:35](=[C:36]([F:47])[CH:37]=[C:38]([C:43]([CH3:45])([CH3:44])[CH3:46])[CH:39]=3)[C:34]2=[O:48])=[N:26][CH:27]=[CH:28][C:29]=1[C:2]1[CH:3]=[C:4]([NH:10][C:11]2[CH:15]=[C:14]([CH3:16])[N:13]([CH2:17][CH3:18])[N:12]=2)[C:5](=[O:9])[N:6]([CH3:8])[CH:7]=1)(=[O:21])[CH3:20], predict the reactants needed to synthesize it. (3) Given the product [CH:1]1([N:6]2[CH2:16][C:15]([CH3:17])([CH3:18])[C:14](=[O:19])[N:13]([CH3:20])[C:12]3[C:7]2=[N:8][C:9]([NH:21][C:22]2[CH:30]=[CH:29][C:25]([C:26]([NH:44][CH:41]4[CH2:40][CH2:39][CH:38]([N:33]5[CH2:37][CH2:36][CH2:35][CH2:34]5)[CH2:43][CH2:42]4)=[O:28])=[CH:24][C:23]=2[O:31][CH3:32])=[N:10][CH:11]=3)[CH2:2][CH2:3][CH2:4][CH2:5]1, predict the reactants needed to synthesize it. The reactants are: [CH:1]1([N:6]2[CH2:16][C:15]([CH3:18])([CH3:17])[C:14](=[O:19])[N:13]([CH3:20])[C:12]3[C:7]2=[N:8][C:9]([NH:21][C:22]2[CH:30]=[CH:29][C:25]([C:26]([OH:28])=O)=[CH:24][C:23]=2[O:31][CH3:32])=[N:10][CH:11]=3)[CH2:5][CH2:4][CH2:3][CH2:2]1.[N:33]1([CH:38]2[CH2:43][CH2:42][CH:41]([NH2:44])[CH2:40][CH2:39]2)[CH2:37][CH2:36][CH2:35][CH2:34]1.CCN(C(C)C)C(C)C.CN(C(ON1N=NC2C=CC=NC1=2)=[N+](C)C)C.F[P-](F)(F)(F)(F)F. (4) Given the product [C:25]([O:1][C:2]1[CH:3]=[C:4]([CH:7]=[CH:8][C:9]=1[O:10][CH2:17][C:18]1[CH:23]=[CH:22][CH:21]=[CH:20][CH:19]=1)[CH:5]=[O:6])(=[O:27])[CH3:26], predict the reactants needed to synthesize it. The reactants are: [OH:1][C:2]1[CH:3]=[C:4]([CH:7]=[CH:8][C:9]=1[OH:10])[CH:5]=[O:6].C([O-])([O-])=O.[K+].[K+].[CH2:17](Br)[C:18]1[CH:23]=[CH:22][CH:21]=[CH:20][CH:19]=1.[C:25](Cl)(=[O:27])[CH3:26].